Dataset: Forward reaction prediction with 1.9M reactions from USPTO patents (1976-2016). Task: Predict the product of the given reaction. Given the reactants [Cl:1][C:2]1[CH:3]=[C:4]([C:8]2[N:16]=[C:15]([C:17]#[N:18])[N:14]=[C:13]3[C:9]=2[N:10]([CH2:19][C@H:20]2[CH2:25][CH2:24][C@H:23]([CH3:26])[CH2:22][CH2:21]2)[CH:11]=[N:12]3)[CH:5]=[N:6][CH:7]=1.C1C(=O)N([Br:34])C(=O)C1.[O-]S([O-])(=S)=O.[Na+].[Na+], predict the reaction product. The product is: [Br:34][C:11]1[N:10]([CH2:19][C@H:20]2[CH2:25][CH2:24][C@H:23]([CH3:26])[CH2:22][CH2:21]2)[C:9]2[C:13](=[N:14][C:15]([C:17]#[N:18])=[N:16][C:8]=2[C:4]2[CH:5]=[N:6][CH:7]=[C:2]([Cl:1])[CH:3]=2)[N:12]=1.